Task: Regression/Classification. Given a drug SMILES string, predict its absorption, distribution, metabolism, or excretion properties. Task type varies by dataset: regression for continuous measurements (e.g., permeability, clearance, half-life) or binary classification for categorical outcomes (e.g., BBB penetration, CYP inhibition). Dataset: cyp1a2_veith.. Dataset: CYP1A2 inhibition data for predicting drug metabolism from PubChem BioAssay The result is 0 (non-inhibitor). The drug is COc1cc2nc(N3CCN(C(=O)[C@@H]4COc5ccccc5O4)CC3)nc(N)c2cc1OC.CS(=O)(=O)O.